From a dataset of Reaction yield outcomes from USPTO patents with 853,638 reactions. Predict the reaction yield, written as a fraction of the theoretical maximum amount of product (1.0 means a 100% yield; for example, 0.34 means a 34% yield). The reactants are [CH3:1][C:2]1([CH3:16])[O:6][C@@H:5]([CH2:7][CH2:8]OS(C)(=O)=O)[C:4]([CH3:15])([CH3:14])[O:3]1.[N-:17]=[N+:18]=[N-:19].[Na+]. The catalyst is CN(C)C=O. The product is [N:17]([CH2:8][CH2:7][C@@H:5]1[O:6][C:2]([CH3:16])([CH3:1])[O:3][C:4]1([CH3:15])[CH3:14])=[N+:18]=[N-:19]. The yield is 0.800.